Task: Predict the product of the given reaction.. Dataset: Forward reaction prediction with 1.9M reactions from USPTO patents (1976-2016) (1) Given the reactants [CH2:1]([C:3]([C:21]1[S:25][C:24]([C:26]([OH:28])=O)=[C:23]([CH3:29])[CH:22]=1)([C:6]1[CH:11]=[CH:10][C:9]([O:12][CH2:13][C:14]([CH2:18][CH3:19])([OH:17])[CH2:15][CH3:16])=[C:8]([CH3:20])[CH:7]=1)[CH2:4][CH3:5])[CH3:2].Cl.[CH3:31][O:32][C:33](=[O:36])[CH2:34][NH2:35], predict the reaction product. The product is: [CH3:31][O:32][C:33](=[O:36])[CH2:34][NH:35][C:26]([C:24]1[S:25][C:21]([C:3]([CH2:1][CH3:2])([C:6]2[CH:11]=[CH:10][C:9]([O:12][CH2:13][C:14]([CH2:18][CH3:19])([OH:17])[CH2:15][CH3:16])=[C:8]([CH3:20])[CH:7]=2)[CH2:4][CH3:5])=[CH:22][C:23]=1[CH3:29])=[O:28]. (2) Given the reactants [CH3:1][C:2]([CH3:9])=[CH:3][CH2:4][CH2:5][C:6](=[O:8])[CH3:7].[OH-].[K+].[CH2:12](Cl)[CH:13]=[CH:14][CH3:15], predict the reaction product. The product is: [CH:12]([CH:5]([CH2:4][CH:3]=[C:2]([CH3:9])[CH3:1])[C:6](=[O:8])[CH3:7])=[CH:13][CH2:14][CH3:15]. (3) Given the reactants [F:1][C:2]([F:36])([F:35])[C:3]1[CH:8]=[CH:7][C:6]([C:9]2[CH2:14][CH2:13][CH2:12][CH2:11][C:10]=2[C:15]([NH:17][C:18]2[CH:19]=[C:20]3[C:25](=[CH:26][CH:27]=2)[CH2:24][N:23](C(OC(C)(C)C)=O)[CH2:22][CH2:21]3)=[O:16])=[CH:5][CH:4]=1.FC(F)(F)C(O)=O, predict the reaction product. The product is: [CH2:24]1[C:25]2[C:20](=[CH:19][C:18]([NH:17][C:15]([C:10]3[CH2:11][CH2:12][CH2:13][CH2:14][C:9]=3[C:6]3[CH:5]=[CH:4][C:3]([C:2]([F:1])([F:35])[F:36])=[CH:8][CH:7]=3)=[O:16])=[CH:27][CH:26]=2)[CH2:21][CH2:22][NH:23]1. (4) Given the reactants [CH3:1][O:2][C:3]([CH:5]1[N:9]([C:10]([O:12][C:13]([CH3:16])([CH3:15])[CH3:14])=[O:11])[CH2:8][N:7](CC2C=CC=CC=2)[CH2:6]1)=[O:4], predict the reaction product. The product is: [CH3:1][O:2][C:3]([CH:5]1[N:9]([C:10]([O:12][C:13]([CH3:16])([CH3:15])[CH3:14])=[O:11])[CH2:8][NH:7][CH2:6]1)=[O:4]. (5) Given the reactants [C:1]([C:3]1[CH:8]=[C:7]([O:9][CH3:10])[C:6]([OH:11])=[CH:5][C:4]=1[N:12]=[CH:13][N:14]([CH3:16])[CH3:15])#[N:2].C(=O)([O-])[O-].[Cs+].[Cs+].Br[CH2:24][CH2:25][CH2:26][Cl:27], predict the reaction product. The product is: [Cl:27][CH2:26][CH2:25][CH2:24][O:11][C:6]1[C:7]([O:9][CH3:10])=[CH:8][C:3]([C:1]#[N:2])=[C:4]([N:12]=[CH:13][N:14]([CH3:15])[CH3:16])[CH:5]=1. (6) The product is: [I:1][C:2]1[C:3](=[O:20])[C:4]2[CH:9]=[CH:8][NH:7][C:6](=[O:10])[C:5]=2[O:12][C:13]=1[C:14]1[CH:19]=[CH:18][CH:17]=[CH:16][CH:15]=1. Given the reactants [I:1][C:2]1[C:3](=[O:20])[C:4]2[C:5]([O:12][C:13]=1[C:14]1[CH:19]=[CH:18][CH:17]=[CH:16][CH:15]=1)=[C:6]([O:10]C)[N:7]=[CH:8][CH:9]=2, predict the reaction product. (7) Given the reactants [CH:1]1([C:4]([C:6](=[CH:11][N:12](C)C)[C:7]([O:9][CH3:10])=[O:8])=O)[CH2:3][CH2:2]1.[F:15][C:16]1[CH:21]=[CH:20][C:19]([NH:22]N)=[CH:18][CH:17]=1.C(N(CC)CC)C, predict the reaction product. The product is: [CH:1]1([C:4]2[N:22]([C:19]3[CH:20]=[CH:21][C:16]([F:15])=[CH:17][CH:18]=3)[N:12]=[CH:11][C:6]=2[C:7]([O:9][CH3:10])=[O:8])[CH2:2][CH2:3]1.